This data is from Catalyst prediction with 721,799 reactions and 888 catalyst types from USPTO. The task is: Predict which catalyst facilitates the given reaction. (1) Reactant: [CH:1]1([N:4]2[C:8]3([CH2:14][CH2:13][CH2:12][CH2:11][CH2:10][CH2:9]3)[CH2:7][N:6]([C:15]3[CH:23]=[CH:22][C:18]([C:19]([OH:21])=O)=[CH:17][CH:16]=3)[C:5]2=[O:24])[CH2:3][CH2:2]1.C([O-])(=O)C.[NH4+:29]. Product: [CH:1]1([N:4]2[C:8]3([CH2:14][CH2:13][CH2:12][CH2:11][CH2:10][CH2:9]3)[CH2:7][N:6]([C:15]3[CH:16]=[CH:17][C:18]([C:19]([NH2:29])=[O:21])=[CH:22][CH:23]=3)[C:5]2=[O:24])[CH2:3][CH2:2]1. The catalyst class is: 49. (2) Reactant: [CH3:1][N:2]([CH3:35])[CH2:3][CH2:4][CH2:5][S:6]([N:9]1[CH2:14][CH2:13][CH:12]([C:15]2[C:23]3[C:18](=[C:19]([C:32]([NH2:34])=[O:33])[CH:20]=[C:21]([C:24]4[CH:29]=[CH:28][CH:27]=[C:26]([CH:30]=O)[CH:25]=4)[CH:22]=3)[NH:17][CH:16]=2)[CH2:11][CH2:10]1)(=[O:8])=[O:7].[CH2:36]([NH2:38])[CH3:37].C1COCC1.[BH4-].[Na+]. Product: [CH3:35][N:2]([CH3:1])[CH2:3][CH2:4][CH2:5][S:6]([N:9]1[CH2:10][CH2:11][CH:12]([C:15]2[C:23]3[C:18](=[C:19]([C:32]([NH2:34])=[O:33])[CH:20]=[C:21]([C:24]4[CH:29]=[CH:28][CH:27]=[C:26]([CH2:30][NH:38][CH2:36][CH3:37])[CH:25]=4)[CH:22]=3)[NH:17][CH:16]=2)[CH2:13][CH2:14]1)(=[O:8])=[O:7]. The catalyst class is: 5.